This data is from NCI-60 drug combinations with 297,098 pairs across 59 cell lines. The task is: Regression. Given two drug SMILES strings and cell line genomic features, predict the synergy score measuring deviation from expected non-interaction effect. (1) Drug 1: CC1=C(C=C(C=C1)NC(=O)C2=CC=C(C=C2)CN3CCN(CC3)C)NC4=NC=CC(=N4)C5=CN=CC=C5. Drug 2: CS(=O)(=O)OCCCCOS(=O)(=O)C. Cell line: HCT116. Synergy scores: CSS=9.73, Synergy_ZIP=-3.11, Synergy_Bliss=0.416, Synergy_Loewe=-3.74, Synergy_HSA=-2.62. (2) Drug 1: CC1=CC=C(C=C1)C2=CC(=NN2C3=CC=C(C=C3)S(=O)(=O)N)C(F)(F)F. Drug 2: CC1=C(C(=O)C2=C(C1=O)N3CC4C(C3(C2COC(=O)N)OC)N4)N. Cell line: LOX IMVI. Synergy scores: CSS=39.6, Synergy_ZIP=1.14, Synergy_Bliss=-1.45, Synergy_Loewe=-33.5, Synergy_HSA=-1.85. (3) Drug 1: C1=NC2=C(N1)C(=S)N=C(N2)N. Drug 2: CS(=O)(=O)OCCCCOS(=O)(=O)C. Cell line: RXF 393. Synergy scores: CSS=14.4, Synergy_ZIP=-3.25, Synergy_Bliss=0.311, Synergy_Loewe=0.570, Synergy_HSA=1.25. (4) Cell line: U251. Drug 1: CCC(=C(C1=CC=CC=C1)C2=CC=C(C=C2)OCCN(C)C)C3=CC=CC=C3.C(C(=O)O)C(CC(=O)O)(C(=O)O)O. Synergy scores: CSS=3.77, Synergy_ZIP=-2.43, Synergy_Bliss=-4.32, Synergy_Loewe=0.262, Synergy_HSA=-3.16. Drug 2: C1CNP(=O)(OC1)N(CCCl)CCCl. (5) Drug 1: CC(C1=C(C=CC(=C1Cl)F)Cl)OC2=C(N=CC(=C2)C3=CN(N=C3)C4CCNCC4)N. Drug 2: C1C(C(OC1N2C=C(C(=O)NC2=O)F)CO)O. Cell line: LOX IMVI. Synergy scores: CSS=54.3, Synergy_ZIP=5.42, Synergy_Bliss=3.04, Synergy_Loewe=-2.89, Synergy_HSA=5.08. (6) Drug 1: CC1=C2C(C(=O)C3(C(CC4C(C3C(C(C2(C)C)(CC1OC(=O)C(C(C5=CC=CC=C5)NC(=O)C6=CC=CC=C6)O)O)OC(=O)C7=CC=CC=C7)(CO4)OC(=O)C)O)C)OC(=O)C. Drug 2: C1CN(CCN1C(=O)CCBr)C(=O)CCBr. Cell line: HS 578T. Synergy scores: CSS=63.5, Synergy_ZIP=-2.99, Synergy_Bliss=-1.81, Synergy_Loewe=-12.6, Synergy_HSA=0.647. (7) Synergy scores: CSS=14.4, Synergy_ZIP=0.339, Synergy_Bliss=1.32, Synergy_Loewe=-7.14, Synergy_HSA=0.393. Drug 1: CCC1(C2=C(COC1=O)C(=O)N3CC4=CC5=C(C=CC(=C5CN(C)C)O)N=C4C3=C2)O.Cl. Cell line: HS 578T. Drug 2: COCCOC1=C(C=C2C(=C1)C(=NC=N2)NC3=CC=CC(=C3)C#C)OCCOC.Cl. (8) Synergy scores: CSS=8.58, Synergy_ZIP=0.798, Synergy_Bliss=3.51, Synergy_Loewe=-1.72, Synergy_HSA=-1.08. Drug 1: CC(CN1CC(=O)NC(=O)C1)N2CC(=O)NC(=O)C2. Cell line: M14. Drug 2: CC(C)NC(=O)C1=CC=C(C=C1)CNNC.Cl. (9) Drug 1: C1=CC(=CC=C1C#N)C(C2=CC=C(C=C2)C#N)N3C=NC=N3. Drug 2: C1CN1P(=S)(N2CC2)N3CC3. Cell line: SK-OV-3. Synergy scores: CSS=10.5, Synergy_ZIP=-1.04, Synergy_Bliss=0.151, Synergy_Loewe=0.821, Synergy_HSA=-0.160. (10) Drug 1: CN(C)C1=NC(=NC(=N1)N(C)C)N(C)C. Drug 2: C1CCC(C(C1)N)N.C(=O)(C(=O)[O-])[O-].[Pt+4]. Cell line: RPMI-8226. Synergy scores: CSS=22.1, Synergy_ZIP=-0.0356, Synergy_Bliss=-1.09, Synergy_Loewe=-49.2, Synergy_HSA=-8.49.